Dataset: Forward reaction prediction with 1.9M reactions from USPTO patents (1976-2016). Task: Predict the product of the given reaction. (1) The product is: [Cl:3][C:4]1[CH:9]=[C:8]([Cl:10])[CH:7]=[CH:6][C:5]=1[C:11]1[N:12]=[C:13]([CH2:25][C:26]2[CH:31]=[CH:30][C:29]([C:32]3[CH:33]=[CH:34][C:35]([O:38][C:39]4[CH:44]=[CH:43][CH:42]=[C:41]([C:45]([F:46])([F:48])[F:47])[CH:40]=4)=[CH:36][CH:37]=3)=[CH:28][CH:27]=2)[N:14]([C:16]2[CH:24]=[CH:23][C:19]([C:20]([NH:2][CH3:1])=[O:21])=[CH:18][CH:17]=2)[CH:15]=1. Given the reactants [CH3:1][NH2:2].[Cl:3][C:4]1[CH:9]=[C:8]([Cl:10])[CH:7]=[CH:6][C:5]=1[C:11]1[N:12]=[C:13]([CH2:25][C:26]2[CH:31]=[CH:30][C:29]([C:32]3[CH:37]=[CH:36][C:35]([O:38][C:39]4[CH:44]=[CH:43][CH:42]=[C:41]([C:45]([F:48])([F:47])[F:46])[CH:40]=4)=[CH:34][CH:33]=3)=[CH:28][CH:27]=2)[N:14]([C:16]2[CH:24]=[CH:23][C:19]([C:20](O)=[O:21])=[CH:18][CH:17]=2)[CH:15]=1, predict the reaction product. (2) Given the reactants CN(C(ON1N=NC2C=CC=CC1=2)=[N+](C)C)C.[B-](F)(F)(F)F.C([O:27][C:28]([C@@H:30]1[CH2:34][CH2:33][CH2:32][N:31]1[S:35]([C:38]1[N:42]2[C@:43]([CH3:68])([CH2:55][C:56]3[CH:61]=[CH:60][C:59]([C:62]4[CH:63]=[N:64][CH:65]=[N:66][CH:67]=4)=[CH:58][CH:57]=3)[C:44](=[O:54])[N:45]([C:46]3[CH:51]=[C:50]([Cl:52])[CH:49]=[C:48]([Cl:53])[CH:47]=3)[C:41]2=[N:40][CH:39]=1)(=[O:37])=[O:36])=O)(C)(C)C.[NH:69]1[CH2:78][CH2:77][CH:72]([C:73]([O:75]C)=[O:74])[CH2:71][CH2:70]1.CCN(C(C)C)C(C)C.Cl, predict the reaction product. The product is: [Cl:53][C:48]1[CH:47]=[C:46]([N:45]2[C:41]3=[N:40][CH:39]=[C:38]([S:35]([N:31]4[CH2:32][CH2:33][CH2:34][C@H:30]4[C:28]([N:69]4[CH2:78][CH2:77][CH:72]([C:73]([OH:75])=[O:74])[CH2:71][CH2:70]4)=[O:27])(=[O:36])=[O:37])[N:42]3[C@:43]([CH3:68])([CH2:55][C:56]3[CH:61]=[CH:60][C:59]([C:62]4[CH:63]=[N:64][CH:65]=[N:66][CH:67]=4)=[CH:58][CH:57]=3)[C:44]2=[O:54])[CH:51]=[C:50]([Cl:52])[CH:49]=1. (3) Given the reactants [Cl:1][C:2]1[CH:3]=[C:4]([C:9]2([C:23]([F:26])([F:25])[F:24])[O:13][N:12]=[C:11]([C:14]3[CH:22]=[CH:21][C:17]([C:18](O)=[O:19])=[CH:16][CH:15]=3)[CH2:10]2)[CH:5]=[C:6]([Cl:8])[CH:7]=1.[C:27](Cl)(=O)C(Cl)=O.C(N(CC)CC)C.[S:40]1[CH2:43][CH:42]([CH2:44][NH2:45])[CH2:41]1, predict the reaction product. The product is: [Cl:1][C:2]1[CH:3]=[C:4]([C:9]2([C:23]([F:24])([F:25])[F:26])[O:13][N:12]=[C:11]([C:14]3[CH:15]=[CH:16][C:17]([C:18]([NH:45][CH2:44][CH:42]4[CH2:43][S:40][CH2:41]4)=[O:19])=[C:21]([CH3:27])[CH:22]=3)[CH2:10]2)[CH:5]=[C:6]([Cl:8])[CH:7]=1. (4) Given the reactants C[O:2][C:3]([C:5]1[CH:6]=[C:7]([CH:24]=[CH:25][CH:26]=1)[O:8][CH2:9][C:10]1[C:15]([CH3:16])=[CH:14][CH:13]=[CH:12][C:11]=1[N:17]1[C:21](=[O:22])[N:20]([CH3:23])[N:19]=[N:18]1)=O.[BH4-].[Li+].C(=O)([O-])O.[Na+], predict the reaction product. The product is: [OH:2][CH2:3][C:5]1[CH:6]=[C:7]([CH:24]=[CH:25][CH:26]=1)[O:8][CH2:9][C:10]1[C:15]([CH3:16])=[CH:14][CH:13]=[CH:12][C:11]=1[N:17]1[C:21](=[O:22])[N:20]([CH3:23])[N:19]=[N:18]1. (5) Given the reactants Br[CH2:2][CH2:3][CH2:4][CH2:5][CH2:6][CH3:7].Cl.Cl.[Cl:10][C:11]1[CH:12]=[CH:13][C:14]2[N:23]([C:24]([C:26]3[CH:31]=[CH:30][C:29]([O:32][CH2:33][CH2:34][CH2:35][N:36]4[CH2:41][CH2:40][NH:39][CH2:38][CH2:37]4)=[CH:28][C:27]=3[F:42])=[O:25])[CH2:22][C:21]3[CH:20]=[N:19][N:18]([CH3:43])[C:17]=3[NH:16][C:15]=2[CH:44]=1, predict the reaction product. The product is: [Cl:10][C:11]1[CH:12]=[CH:13][C:14]2[N:23]([C:24]([C:26]3[CH:31]=[CH:30][C:29]([O:32][CH2:33][CH2:34][CH2:35][N:36]4[CH2:41][CH2:40][N:39]([CH2:2][CH2:3][CH2:4][CH2:5][CH2:6][CH3:7])[CH2:38][CH2:37]4)=[CH:28][C:27]=3[F:42])=[O:25])[CH2:22][C:21]3[CH:20]=[N:19][N:18]([CH3:43])[C:17]=3[NH:16][C:15]=2[CH:44]=1.